From a dataset of Retrosynthesis with 50K atom-mapped reactions and 10 reaction types from USPTO. Predict the reactants needed to synthesize the given product. (1) Given the product Nc1ccc(OCCN2CCCC2)c(F)c1, predict the reactants needed to synthesize it. The reactants are: O=[N+]([O-])c1ccc(OCCN2CCCC2)c(F)c1. (2) The reactants are: O=C1CC2C(CC(OC(=O)c3ccccc3)C2CCC(F)COc2cccc(Cl)c2)O1. Given the product O=C1CC2C(CC(O)C2CCC(F)COc2cccc(Cl)c2)O1, predict the reactants needed to synthesize it. (3) Given the product CCCCCc1ccc(OC(=O)c2ccc(N)c(C)c2)cc1, predict the reactants needed to synthesize it. The reactants are: CCCCCc1ccc(OC(=O)c2ccc([N+](=O)[O-])c(C)c2)cc1.